This data is from Reaction yield outcomes from USPTO patents with 853,638 reactions. The task is: Predict the reaction yield, written as a fraction of the theoretical maximum amount of product (1.0 means a 100% yield; for example, 0.34 means a 34% yield). (1) The reactants are [NH2:1][C:2]1[CH:3]=[C:4]([C:8]2[CH:17]=[N:16][C:15]3[C:14]([N:18]4[CH2:23][CH2:22][O:21][CH2:20][CH2:19]4)=[N:13][C:12]([C:24]4[CH:25]=[N:26][C:27]([NH:30][C:31](=[O:37])[O:32][C:33]([CH3:36])([CH3:35])[CH3:34])=[N:28][CH:29]=4)=[N:11][C:10]=3[CH:9]=2)[CH:5]=[CH:6][CH:7]=1.N1C=CC=CC=1.[F:44][C:45]1[CH:50]=[CH:49][C:48]([S:51](Cl)(=[O:53])=[O:52])=[CH:47][CH:46]=1. The catalyst is CO.C(Cl)(Cl)Cl. The product is [F:44][C:45]1[CH:50]=[CH:49][C:48]([S:51]([NH:1][C:2]2[CH:3]=[C:4]([C:8]3[CH:17]=[N:16][C:15]4[C:14]([N:18]5[CH2:23][CH2:22][O:21][CH2:20][CH2:19]5)=[N:13][C:12]([C:24]5[CH:25]=[N:26][C:27]([NH:30][C:31](=[O:37])[O:32][C:33]([CH3:34])([CH3:36])[CH3:35])=[N:28][CH:29]=5)=[N:11][C:10]=4[CH:9]=3)[CH:5]=[CH:6][CH:7]=2)(=[O:53])=[O:52])=[CH:47][CH:46]=1. The yield is 0.450. (2) The catalyst is O1CCCC1.O. The product is [F:40][C:18]([F:17])([F:39])[O:19][C:20]1[CH:25]=[CH:24][C:23]([N:26]2[CH:30]=[N:29][C:28]([C:31]3[CH:38]=[CH:37][C:34](/[CH:35]=[CH:11]/[C:12]([O:14][CH2:15][CH3:16])=[O:13])=[CH:33][CH:32]=3)=[N:27]2)=[CH:22][CH:21]=1. The yield is 1.00. The reactants are [H-].[Na+].C(OP([CH2:11][C:12]([O:14][CH2:15][CH3:16])=[O:13])(OCC)=O)C.[F:17][C:18]([F:40])([F:39])[O:19][C:20]1[CH:25]=[CH:24][C:23]([N:26]2[CH:30]=[N:29][C:28]([C:31]3[CH:38]=[CH:37][C:34]([CH:35]=O)=[CH:33][CH:32]=3)=[N:27]2)=[CH:22][CH:21]=1. (3) The reactants are [NH2:1][CH2:2][C:3]1[C:4](=[O:11])[NH:5][C:6]([CH3:10])=[CH:7][C:8]=1[CH3:9].[C:12]1([S:18]([N:21]2[C:29]3[C:24](=[CH:25][CH:26]=[CH:27][CH:28]=3)[C:23]([C:30](O)=[O:31])=[CH:22]2)(=[O:20])=[O:19])[CH:17]=[CH:16][CH:15]=[CH:14][CH:13]=1.F[P-](F)(F)(F)(F)F.N1(OC(N(C)C)=[N+](C)C)C2N=CC=CC=2N=N1.C(N(CC)CC)C. The catalyst is ClCCl. The product is [CH3:9][C:8]1[CH:7]=[C:6]([CH3:10])[NH:5][C:4](=[O:11])[C:3]=1[CH2:2][NH:1][C:30]([C:23]1[C:24]2[C:29](=[CH:28][CH:27]=[CH:26][CH:25]=2)[N:21]([S:18]([C:12]2[CH:17]=[CH:16][CH:15]=[CH:14][CH:13]=2)(=[O:19])=[O:20])[CH:22]=1)=[O:31]. The yield is 0.280. (4) The reactants are [OH:1][C:2]1[C:3]([C:8]([OH:10])=O)=[N:4][CH:5]=[CH:6][CH:7]=1.[F:11][C:12]([F:25])([F:24])[C:13]1[CH:14]=[C:15]([CH:17]=[C:18]([C:20]([F:23])([F:22])[F:21])[CH:19]=1)[NH2:16]. No catalyst specified. The product is [F:11][C:12]([F:24])([F:25])[C:13]1[CH:14]=[C:15]([NH:16][C:8]([C:3]2[C:2]([OH:1])=[CH:7][CH:6]=[CH:5][N:4]=2)=[O:10])[CH:17]=[C:18]([C:20]([F:21])([F:23])[F:22])[CH:19]=1. The yield is 0.450. (5) The reactants are Br[C:2]1[S:3][C:4]([C:8]2[N:12]=[CH:11][N:10]([CH2:13][O:14][CH2:15][CH2:16][Si:17]([CH3:20])([CH3:19])[CH3:18])[N:9]=2)=[C:5]([Br:7])[N:6]=1.C[Sn](C)(C)[C:23]1[CH:28]=[CH:27][N:26]=[C:25]([NH:29][C:30](=[O:32])[CH3:31])[CH:24]=1.[Cl-].[Li+]. The product is [Br:7][C:5]1[N:6]=[C:2]([C:23]2[CH:28]=[CH:27][N:26]=[C:25]([NH:29][C:30](=[O:32])[CH3:31])[CH:24]=2)[S:3][C:4]=1[C:8]1[N:12]=[CH:11][N:10]([CH2:13][O:14][CH2:15][CH2:16][Si:17]([CH3:20])([CH3:19])[CH3:18])[N:9]=1. The catalyst is O1CCOCC1.C1C=CC(/C=C/C(/C=C/C2C=CC=CC=2)=O)=CC=1.C1C=CC(/C=C/C(/C=C/C2C=CC=CC=2)=O)=CC=1.C1C=CC(/C=C/C(/C=C/C2C=CC=CC=2)=O)=CC=1.[Pd].[Pd].[Cu]I. The yield is 0.130. (6) The reactants are Cl[C:2]1[N:3]=[N:4][C:5]([O:8][CH2:9][CH:10]2[CH2:15][CH2:14][N:13]([CH2:16][C:17]([F:20])([CH3:19])[CH3:18])[CH2:12][CH2:11]2)=[CH:6][CH:7]=1.[CH3:21][O:22][C:23]([C:25]1[CH:30]=[CH:29][C:28](B(O)O)=[CH:27][CH:26]=1)=[O:24].C([O-])([O-])=O.[Na+].[Na+]. The catalyst is C1C=CC(P(C2C=CC=CC=2)[C-]2C=CC=C2)=CC=1.C1C=CC(P(C2C=CC=CC=2)[C-]2C=CC=C2)=CC=1.Cl[Pd]Cl.[Fe+2].COCCOC. The product is [F:20][C:17]([CH3:19])([CH3:18])[CH2:16][N:13]1[CH2:14][CH2:15][CH:10]([CH2:9][O:8][C:5]2[N:4]=[N:3][C:2]([C:28]3[CH:29]=[CH:30][C:25]([C:23]([O:22][CH3:21])=[O:24])=[CH:26][CH:27]=3)=[CH:7][CH:6]=2)[CH2:11][CH2:12]1. The yield is 0.630. (7) The reactants are [Br:1][C:2]1[CH:15]=[C:14]2[CH2:16][C:11]3[C:12]4=[C:13]2[C:4](=[CH:5][CH:6]=[C:7]4[CH:8]=[C:9]([Br:17])[CH:10]=3)[CH:3]=1.C(Br)CCCCCCC.[OH-].[Na+]. The catalyst is C1(C)C=CC=CC=1.[Br-].C([N+](CCCC)(CCCC)CCCC)CCC.O. The product is [Br:1][C:2]1[CH:15]=[C:14]2[CH2:16][C:11]3[C:12]4[C:13]2=[C:4]([CH2:5][CH2:6][C:7]=4[CH:8]=[C:9]([Br:17])[CH:10]=3)[CH:3]=1. The yield is 0.800.